This data is from Full USPTO retrosynthesis dataset with 1.9M reactions from patents (1976-2016). The task is: Predict the reactants needed to synthesize the given product. (1) Given the product [CH3:20][O:19][C:18]1[CH:17]=[C:16]2[C:11]([C:12]([O:22][C@H:23]3[CH2:27][N:26]([C:28]([O:30][C:31]([CH3:34])([CH3:33])[CH3:32])=[O:29])[C@H:25]([C:35]([O:37][CH3:38])=[O:36])[CH2:24]3)=[CH:13][C:14](=[O:21])[NH:15]2)=[CH:10][C:9]=1[CH:1]=[CH2:2], predict the reactants needed to synthesize it. The reactants are: [CH:1]([B-](F)(F)F)=[CH2:2].[K+].Br[C:9]1[CH:10]=[C:11]2[C:16](=[CH:17][C:18]=1[O:19][CH3:20])[NH:15][C:14](=[O:21])[CH:13]=[C:12]2[O:22][C@H:23]1[CH2:27][N:26]([C:28]([O:30][C:31]([CH3:34])([CH3:33])[CH3:32])=[O:29])[C@H:25]([C:35]([O:37][CH3:38])=[O:36])[CH2:24]1. (2) Given the product [CH:19]1[C:20]2[C:37](=[CH:38][CH:32]=[C:33]([C:22]3[CH:23]=[C:24]([NH:25][C:6](=[O:7])[C:5]4[CH:9]=[CH:10][CH:11]=[C:3]([C:2]([F:13])([F:12])[F:1])[CH:4]=4)[CH:26]=[CH:27][C:28]=3[CH3:29])[CH:34]=2)[CH:18]=[CH:17][N:16]=1, predict the reactants needed to synthesize it. The reactants are: [F:1][C:2]([F:13])([F:12])[C:3]1[CH:4]=[C:5]([CH:9]=[CH:10][CH:11]=1)[C:6](Cl)=[O:7].C([N:16]([CH2:19][CH3:20])[CH2:17][CH3:18])C.Br[C:22]1[CH:23]=[C:24]([CH:26]=[CH:27][C:28]=1[CH3:29])[NH2:25].FC(F)(F)[C:32]1[CH:33]=[C:34](C=[CH:37][CH:38]=1)N.